From a dataset of Reaction yield outcomes from USPTO patents with 853,638 reactions. Predict the reaction yield, written as a fraction of the theoretical maximum amount of product (1.0 means a 100% yield; for example, 0.34 means a 34% yield). (1) The reactants are [F:1][C:2]1([F:23])[CH2:7][CH2:6][CH:5]([CH2:8][CH:9]2[CH2:14][CH:13]([C:15]([O:17]C)=[O:16])[CH2:12][CH2:11][N:10]2[C:19]([O:21][CH3:22])=[O:20])[CH2:4][CH2:3]1.[Br-].[Li+].CCN(CC)CC.CC(OC)(C)C. The catalyst is C(#N)C.O. The product is [F:23][C:2]1([F:1])[CH2:3][CH2:4][CH:5]([CH2:8][CH:9]2[CH2:14][CH:13]([C:15]([OH:17])=[O:16])[CH2:12][CH2:11][N:10]2[C:19]([O:21][CH3:22])=[O:20])[CH2:6][CH2:7]1. The yield is 0.880. (2) The catalyst is C(Cl)Cl. The yield is 1.00. The product is [C:1]([O:5][C:6]([N:8]1[CH2:9][CH2:10][C:11]([CH2:14][N:15]([CH3:16])[C:33]([NH:32][C:27]2[CH:26]=[C:25]([Cl:24])[CH:30]=[C:29]([Cl:31])[CH:28]=2)=[O:34])([C:17]2[CH:22]=[CH:21][C:20]([I:23])=[CH:19][CH:18]=2)[CH2:12][CH2:13]1)=[O:7])([CH3:4])([CH3:3])[CH3:2]. The reactants are [C:1]([O:5][C:6]([N:8]1[CH2:13][CH2:12][C:11]([C:17]2[CH:22]=[CH:21][C:20]([I:23])=[CH:19][CH:18]=2)([CH2:14][NH:15][CH3:16])[CH2:10][CH2:9]1)=[O:7])([CH3:4])([CH3:3])[CH3:2].[Cl:24][C:25]1[CH:26]=[C:27]([N:32]=[C:33]=[O:34])[CH:28]=[C:29]([Cl:31])[CH:30]=1. (3) The reactants are Cl.[CH3:2][C:3]1[C:7]([CH2:8][N:9]2[CH:13]=[C:12]([NH2:14])[CH:11]=[N:10]2)=[C:6]([CH3:15])[O:5][N:4]=1.[N:16]([C:19]1[CH:28]=[CH:27][CH:26]=[CH:25][C:20]=1[C:21](OC)=[O:22])=[C:17]=[O:18].C(N(CC)CC)C. The catalyst is C(#N)C.O. The product is [CH3:2][C:3]1[C:7]([CH2:8][N:9]2[CH:13]=[C:12]([N:14]3[C:21](=[O:22])[C:20]4[C:19](=[CH:28][CH:27]=[CH:26][CH:25]=4)[NH:16][C:17]3=[O:18])[CH:11]=[N:10]2)=[C:6]([CH3:15])[O:5][N:4]=1. The yield is 0.180. (4) The reactants are CS(O[CH2:6][CH2:7][O:8][C:9]1[CH:14]=[CH:13][C:12]([CH:15]2[CH2:20][CH2:19][N:18]([C:21]3[CH:22]=[CH:23][C:24]4[N:25]([C:27]([C:30]([F:33])([F:32])[F:31])=[N:28][N:29]=4)[N:26]=3)[CH2:17][CH2:16]2)=[CH:11][CH:10]=1)(=O)=O.[CH:34]1([N:37]2[CH2:42][CH2:41][NH:40][CH2:39][C:38]2=[O:43])[CH2:36][CH2:35]1.CCN(C(C)C)C(C)C. The catalyst is CC(N(C)C)=O. The product is [CH:34]1([N:37]2[CH2:42][CH2:41][N:40]([CH2:6][CH2:7][O:8][C:9]3[CH:14]=[CH:13][C:12]([CH:15]4[CH2:16][CH2:17][N:18]([C:21]5[CH:22]=[CH:23][C:24]6[N:25]([C:27]([C:30]([F:32])([F:31])[F:33])=[N:28][N:29]=6)[N:26]=5)[CH2:19][CH2:20]4)=[CH:11][CH:10]=3)[CH2:39][C:38]2=[O:43])[CH2:36][CH2:35]1. The yield is 0.370. (5) The reactants are [CH2:1]([N:3]1[C:7]([OH:8])=[CH:6][C:5]([C:9]([F:12])([F:11])[F:10])=[N:4]1)[CH3:2].CCN(C(C)C)C(C)C.[F:22][C:23]([F:36])([F:35])[S:24](O[S:24]([C:23]([F:36])([F:35])[F:22])(=[O:26])=[O:25])(=[O:26])=[O:25].[Cl-].[NH4+]. The catalyst is C(Cl)Cl. The product is [F:22][C:23]([F:36])([F:35])[S:24]([O:8][C:7]1[N:3]([CH2:1][CH3:2])[N:4]=[C:5]([C:9]([F:10])([F:12])[F:11])[CH:6]=1)(=[O:26])=[O:25]. The yield is 0.800. (6) The reactants are [Cl:1][C:2]1[CH:7]=[CH:6][C:5]([C:8]2[C:12]([CH2:13][O:14][C:15]3[CH:23]=[CH:22][C:18]([C:19](O)=[O:20])=[CH:17][N:16]=3)=[C:11]([CH2:24][OH:25])[O:10][N:9]=2)=[CH:4][CH:3]=1.[NH2:26][C:27]([CH3:31])([CH3:30])[CH2:28][OH:29].O.ON1C2C=CC=CC=2N=N1.C(N(C(C)C)C(C)C)C.Cl.CN(C)CCCN=C=NCC. The catalyst is C1COCC1. The product is [Cl:1][C:2]1[CH:7]=[CH:6][C:5]([C:8]2[C:12]([CH2:13][O:14][C:15]3[CH:23]=[CH:22][C:18]([C:19]([NH:26][C:27]([CH3:31])([CH3:30])[CH2:28][OH:29])=[O:20])=[CH:17][N:16]=3)=[C:11]([CH2:24][OH:25])[O:10][N:9]=2)=[CH:4][CH:3]=1. The yield is 0.760. (7) The reactants are [C:1]([NH:6][C@H:7]([C:29]([OH:31])=O)[CH2:8][S:9][C:10]([C:23]1[CH:28]=[CH:27][CH:26]=[CH:25][CH:24]=1)([C:17]1[CH:22]=[CH:21][CH:20]=[CH:19][CH:18]=1)[C:11]1[CH:16]=[CH:15][CH:14]=[CH:13][CH:12]=1)(=[O:5])[CH:2]([CH3:4])[CH3:3].Cl.[C:33]([S:38][CH2:39][CH2:40][NH2:41])(=[O:37])[CH:34]([CH3:36])[CH3:35]. No catalyst specified. The product is [C:1]([NH:6][C@H:7]([C:29]([NH:41][CH2:40][CH2:39][S:38][C:33](=[O:37])[CH:34]([CH3:36])[CH3:35])=[O:31])[CH2:8][S:9][C:10]([C:23]1[CH:28]=[CH:27][CH:26]=[CH:25][CH:24]=1)([C:17]1[CH:18]=[CH:19][CH:20]=[CH:21][CH:22]=1)[C:11]1[CH:12]=[CH:13][CH:14]=[CH:15][CH:16]=1)(=[O:5])[CH:2]([CH3:4])[CH3:3]. The yield is 0.750. (8) The reactants are [CH2:1]([O:8][C:9]1[CH:14]=[CH:13][C:12]([C:15]2[C:16]([N:34]3[CH2:39][CH2:38][C:37]([CH3:41])([CH3:40])[CH2:36][CH2:35]3)=[C:17]([C@H:23]([O:29][C:30]([CH3:33])([CH3:32])[CH3:31])[C:24]([O:26]CC)=[O:25])[C:18]([CH3:22])=[N:19][C:20]=2[CH3:21])=[CH:11][CH:10]=1)[C:2]1[CH:7]=[CH:6][CH:5]=[CH:4][CH:3]=1.[Li+].[OH-]. The catalyst is CCO.O. The product is [CH2:1]([O:8][C:9]1[CH:14]=[CH:13][C:12]([C:15]2[C:16]([N:34]3[CH2:35][CH2:36][C:37]([CH3:41])([CH3:40])[CH2:38][CH2:39]3)=[C:17]([C@H:23]([O:29][C:30]([CH3:33])([CH3:32])[CH3:31])[C:24]([OH:26])=[O:25])[C:18]([CH3:22])=[N:19][C:20]=2[CH3:21])=[CH:11][CH:10]=1)[C:2]1[CH:3]=[CH:4][CH:5]=[CH:6][CH:7]=1. The yield is 0.850. (9) The reactants are [NH:1]1[CH2:5][CH2:4][CH2:3][C@@H:2]1[CH2:6][OH:7].[CH3:8][O:9][C:10](=[O:21])/[CH:11]=[CH:12]/[C:13]1[CH:18]=[CH:17][C:16]([CH:19]=O)=[CH:15][CH:14]=1.C(O[BH-](OC(=O)C)OC(=O)C)(=O)C.[Na+].[Cl-].[NH4+]. The catalyst is O1CCCC1. The product is [CH3:8][O:9][C:10](=[O:21])/[CH:11]=[CH:12]/[C:13]1[CH:14]=[CH:15][C:16]([CH2:19][N:1]2[CH2:5][CH2:4][CH2:3][C@@H:2]2[CH2:6][OH:7])=[CH:17][CH:18]=1. The yield is 0.650.